The task is: Regression. Given two drug SMILES strings and cell line genomic features, predict the synergy score measuring deviation from expected non-interaction effect.. This data is from Merck oncology drug combination screen with 23,052 pairs across 39 cell lines. (1) Drug 1: COc1cc(C2c3cc4c(cc3C(OC3OC5COC(C)OC5C(O)C3O)C3COC(=O)C23)OCO4)cc(OC)c1O. Drug 2: O=C(NOCC(O)CO)c1ccc(F)c(F)c1Nc1ccc(I)cc1F. Cell line: T47D. Synergy scores: synergy=33.3. (2) Drug 1: Cn1nnc2c(C(N)=O)ncn2c1=O. Drug 2: CC(C)CC(NC(=O)C(Cc1ccccc1)NC(=O)c1cnccn1)B(O)O. Cell line: SW620. Synergy scores: synergy=-2.14. (3) Drug 1: CN1C(=O)C=CC2(C)C3CCC4(C)C(NC(=O)OCC(F)(F)F)CCC4C3CCC12. Drug 2: Cc1nc(Nc2ncc(C(=O)Nc3c(C)cccc3Cl)s2)cc(N2CCN(CCO)CC2)n1. Cell line: SKOV3. Synergy scores: synergy=1.77.